This data is from Full USPTO retrosynthesis dataset with 1.9M reactions from patents (1976-2016). The task is: Predict the reactants needed to synthesize the given product. (1) The reactants are: [OH:1][C:2]1[CH:10]=[CH:9][C:5]([C:6]([OH:8])=O)=[CH:4][C:3]=1[CH3:11].C1N=CN(C(N2C=NC=C2)=O)C=1.O[NH:25][C:26]([C:28]1[CH:36]=[CH:35][C:34]2[NH:33][C:32]3[CH:37]([CH2:40][C:41]([O:43][CH2:44][CH3:45])=[O:42])[CH2:38][CH2:39][C:31]=3[C:30]=2[CH:29]=1)=[NH:27]. Given the product [OH:1][C:2]1[CH:10]=[CH:9][C:5]([C:6]2[O:8][N:27]=[C:26]([C:28]3[CH:36]=[CH:35][C:34]4[NH:33][C:32]5[CH:37]([CH2:40][C:41]([O:43][CH2:44][CH3:45])=[O:42])[CH2:38][CH2:39][C:31]=5[C:30]=4[CH:29]=3)[N:25]=2)=[CH:4][C:3]=1[CH3:11], predict the reactants needed to synthesize it. (2) Given the product [O:21]1[C:2]2([CH2:7][CH2:6][CH:5]([NH:8][C:9](=[O:18])[O:10][CH2:11][C:12]3[CH:13]=[CH:14][CH:15]=[CH:16][CH:17]=3)[CH2:4][CH2:3]2)[O:1][CH2:19][CH2:20]1, predict the reactants needed to synthesize it. The reactants are: [O:1]=[C:2]1[CH2:7][CH2:6][CH:5]([NH:8][C:9](=[O:18])[O:10][CH2:11][C:12]2[CH:17]=[CH:16][CH:15]=[CH:14][CH:13]=2)[CH2:4][CH2:3]1.[CH2:19](O)[CH2:20][OH:21].C(OC)(OC)OC.CC1C=CC(S(O)(=O)=O)=CC=1.O. (3) Given the product [Cl:31][C:32]1[C:37]([Cl:38])=[CH:36][CH:35]=[CH:34][C:33]=1[N:39]1[CH2:45][CH2:44][CH2:43][N:42]([CH2:6][CH2:7][CH2:8][CH2:9][O:10][C:11]2[N:12]=[C:13]3[C:18]([CH2:17][CH2:16][C:15](=[O:21])[NH:14]3)=[CH:19][CH:20]=2)[CH2:41][CH2:40]1, predict the reactants needed to synthesize it. The reactants are: CS(O[CH2:6][CH2:7][CH2:8][CH2:9][O:10][C:11]1[CH:20]=[CH:19][C:18]2[CH2:17][CH2:16][C:15](=[O:21])[NH:14][C:13]=2[N:12]=1)(=O)=O.[Na+].[I-].CCN(CC)CC.[Cl:31][C:32]1[C:37]([Cl:38])=[CH:36][CH:35]=[CH:34][C:33]=1[N:39]1[CH2:45][CH2:44][CH2:43][N:42](CCCCOC2C=C3C(CCC(=O)N3)=CC=2)[CH2:41][CH2:40]1. (4) The reactants are: [F:1][C:2]([F:30])([C:14]1[N:18]2[CH:19]=[C:20]([C:24]3[CH:25]=[N:26][N:27]([CH3:29])[CH:28]=3)[CH:21]=[C:22]([F:23])[C:17]2=[N:16][N:15]=1)[C:3]1[CH:4]=[C:5]2[C:10](=[CH:11][CH:12]=1)[N:9]=[CH:8][C:7]([OH:13])=[CH:6]2.C1(P(C2C=CC=CC=2)C2C=CC=CC=2)C=CC=CC=1.O[CH2:51][CH2:52][CH2:53][N:54]1[CH2:59][CH2:58][O:57][CH2:56][CH2:55]1.N(C(OC(C)(C)C)=O)=NC(OC(C)(C)C)=O. Given the product [F:30][C:2]([F:1])([C:14]1[N:18]2[CH:19]=[C:20]([C:24]3[CH:25]=[N:26][N:27]([CH3:29])[CH:28]=3)[CH:21]=[C:22]([F:23])[C:17]2=[N:16][N:15]=1)[C:3]1[CH:4]=[C:5]2[C:10](=[CH:11][CH:12]=1)[N:9]=[CH:8][C:7]([O:13][CH2:51][CH2:52][CH2:53][N:54]1[CH2:59][CH2:58][O:57][CH2:56][CH2:55]1)=[CH:6]2, predict the reactants needed to synthesize it. (5) The reactants are: C1C=CC2N(O)N=NC=2C=1.Cl.Cl.[O:13]=[C:14]1[C:28]2[C:23](=[CH:24][CH:25]=[C:26]([C:29]3[CH:37]=[CH:36][C:32]([C:33]([NH2:35])=[O:34])=[CH:31][N:30]=3)[CH:27]=2)[O:22][C:16]2([CH2:21][CH2:20][NH:19][CH2:18][CH2:17]2)[CH2:15]1.[CH2:38]([O:40][C:41]1[CH:46]=[C:45]([C:47](O)=[O:48])[CH:44]=[C:43]([O:50][CH2:51][CH3:52])[C:42]=1[C:53]1[CH:58]=[CH:57][C:56]([C:59]([O:61][CH3:62])=[O:60])=[CH:55][CH:54]=1)[CH3:39].O. Given the product [C:33]([C:32]1[CH:36]=[CH:37][C:29]([C:26]2[CH:27]=[C:28]3[C:23](=[CH:24][CH:25]=2)[O:22][C:16]2([CH2:21][CH2:20][N:19]([C:47]([C:45]4[CH:44]=[C:43]([O:50][CH2:51][CH3:52])[C:42]([C:53]5[CH:58]=[CH:57][C:56]([C:59]([O:61][CH3:62])=[O:60])=[CH:55][CH:54]=5)=[C:41]([O:40][CH2:38][CH3:39])[CH:46]=4)=[O:48])[CH2:18][CH2:17]2)[CH2:15][C:14]3=[O:13])=[N:30][CH:31]=1)(=[O:34])[NH2:35], predict the reactants needed to synthesize it. (6) The reactants are: [F:1][C:2]1[CH:3]=[C:4]([CH:7]=[C:8]([F:11])[C:9]=1[OH:10])[CH:5]=[O:6].Br[C:13]([CH3:22])([CH3:21])[C:14]([O:16][C:17]([CH3:20])([CH3:19])[CH3:18])=[O:15].C(=O)([O-])[O-].[Cs+].[Cs+]. Given the product [F:1][C:2]1[CH:3]=[C:4]([CH:5]=[O:6])[CH:7]=[C:8]([F:11])[C:9]=1[O:10][C:13]([CH3:22])([CH3:21])[C:14]([O:16][C:17]([CH3:20])([CH3:19])[CH3:18])=[O:15], predict the reactants needed to synthesize it. (7) Given the product [Cl:27][C:25]1[CH:24]=[CH:23][C:3]([O:4][CH2:5][C:6]([N:8]2[CH2:13][CH2:12][N:11]([CH2:14][C:15]3[CH:20]=[CH:19][C:18]([F:21])=[CH:17][CH:16]=3)[CH2:10][CH:9]2[CH3:22])=[O:7])=[C:2]([NH:1][S:48]([CH2:47][CH2:46][N:37]2[C:36](=[O:35])[C:44]3[C:39](=[CH:40][CH:41]=[CH:42][CH:43]=3)[C:38]2=[O:45])(=[O:49])=[O:50])[CH:26]=1, predict the reactants needed to synthesize it. The reactants are: [NH2:1][C:2]1[CH:26]=[C:25]([Cl:27])[CH:24]=[CH:23][C:3]=1[O:4][CH2:5][C:6]([N:8]1[CH2:13][CH2:12][N:11]([CH2:14][C:15]2[CH:20]=[CH:19][C:18]([F:21])=[CH:17][CH:16]=2)[CH2:10][CH:9]1[CH3:22])=[O:7].C(N(CC)CC)C.[O:35]=[C:36]1[C:44]2[C:39](=[CH:40][CH:41]=[CH:42][CH:43]=2)[C:38](=[O:45])[N:37]1[CH2:46][CH2:47][S:48](Cl)(=[O:50])=[O:49].C(=O)([O-])O.[Na+]. (8) Given the product [OH:12][C:7]1[CH:8]=[C:9]2[C:4](=[CH:5][CH:6]=1)[N:3]=[C:2]([C:16]1[CH:24]=[CH:23][C:19]([C:20]([OH:22])=[O:21])=[CH:18][C:17]=1[O:25][CH3:26])[CH:11]=[CH:10]2, predict the reactants needed to synthesize it. The reactants are: Cl[C:2]1[CH:11]=[CH:10][C:9]2[C:4](=[CH:5][CH:6]=[C:7]([OH:12])[CH:8]=2)[N:3]=1.B([C:16]1[CH:24]=[CH:23][C:19]([C:20]([OH:22])=[O:21])=[CH:18][C:17]=1[O:25][CH3:26])(O)O. (9) Given the product [CH3:24][O:23][C:3]1[CH:4]=[C:5]2[C:10](=[CH:11][C:2]=1[O:1][CH2:31][CH2:30][O:29][CH2:28][CH2:27][O:26][CH3:25])[N:9]=[CH:8][N:7]=[C:6]2[NH:12][C:13]1[CH:14]=[C:15]2[C:19](=[CH:20][CH:21]=1)[NH:18][C:17]([CH3:22])=[CH:16]2, predict the reactants needed to synthesize it. The reactants are: [OH:1][C:2]1[CH:11]=[C:10]2[C:5]([C:6]([NH:12][C:13]3[CH:14]=[C:15]4[C:19](=[CH:20][CH:21]=3)[NH:18][C:17]([CH3:22])=[CH:16]4)=[N:7][CH:8]=[N:9]2)=[CH:4][C:3]=1[O:23][CH3:24].[CH3:25][O:26][CH2:27][CH2:28][O:29][CH2:30][CH2:31]O. (10) The reactants are: [CH3:1][N:2]([CH2:4][C:5]1[CH:10]=[CH:9][C:8](I)=[CH:7][CH:6]=1)[CH3:3].[CH3:12][Si:13]([C:16]#[CH:17])([CH3:15])[CH3:14].C(N(CC)CC)C. Given the product [CH3:1][N:2]([CH3:3])[CH2:4][C:5]1[CH:10]=[CH:9][C:8]([C:17]#[C:16][Si:13]([CH3:15])([CH3:14])[CH3:12])=[CH:7][CH:6]=1, predict the reactants needed to synthesize it.